Dataset: Catalyst prediction with 721,799 reactions and 888 catalyst types from USPTO. Task: Predict which catalyst facilitates the given reaction. Reactant: [NH2:1][C@H:2]1[C@H:8]([C:9]2[CH:14]=[CH:13][C:12]([Cl:15])=[C:11]([Cl:16])[CH:10]=2)[O:7][CH2:6][CH2:5][N:4]([C:17]([O:19][C:20]([CH3:23])([CH3:22])[CH3:21])=[O:18])[CH2:3]1.[CH3:24]I. Product: [Cl:16][C:11]1[CH:10]=[C:9]([C@@H:8]2[O:7][CH2:6][CH2:5][N:4]([C:17]([O:19][C:20]([CH3:23])([CH3:22])[CH3:21])=[O:18])[CH2:3][C@H:2]2[NH:1][CH3:24])[CH:14]=[CH:13][C:12]=1[Cl:15]. The catalyst class is: 56.